This data is from Forward reaction prediction with 1.9M reactions from USPTO patents (1976-2016). The task is: Predict the product of the given reaction. (1) The product is: [Br:14][CH2:9][CH2:8][CH2:7][CH2:6][CH2:5][CH:4]([CH2:11][CH2:12][CH3:13])[CH2:1][CH2:2][CH3:3]. Given the reactants [CH2:1]([CH:4]([CH2:11][CH2:12][CH3:13])[CH2:5][CH2:6][CH2:7][CH2:8][CH2:9]O)[CH2:2][CH3:3].[BrH:14].S(=O)(=O)(O)O, predict the reaction product. (2) The product is: [S:1]1[CH:5]=[CH:4][CH:3]=[C:2]1[S:6]([NH:9][C:10]1[C:19]2[C:14](=[CH:15][CH:16]=[CH:17][CH:18]=2)[C:13]([O:20][CH2:37][CH2:36][CH2:30][C:31]([O:33][CH3:34])=[O:32])=[CH:12][CH:11]=1)(=[O:7])=[O:8]. Given the reactants [S:1]1[CH:5]=[CH:4][CH:3]=[C:2]1[S:6]([NH:9][C:10]1[C:19]2[C:14](=[CH:15][CH:16]=[CH:17][CH:18]=2)[C:13]([O:20]CC(OC(C)(C)C)=O)=[CH:12][CH:11]=1)(=[O:8])=[O:7].Br[CH:30]([CH2:36][CH3:37])[C:31]([O:33][CH2:34]C)=[O:32], predict the reaction product.